From a dataset of Forward reaction prediction with 1.9M reactions from USPTO patents (1976-2016). Predict the product of the given reaction. (1) Given the reactants [NH:1]1[CH2:6][CH2:5][NH:4][CH2:3][C:2]1=[O:7].C(N(CC)CC)C.Cl[C:16]([O:18][CH2:19][CH3:20])=[O:17], predict the reaction product. The product is: [O:7]=[C:2]1[NH:1][CH2:6][CH2:5][N:4]([C:16]([O:18][CH2:19][CH3:20])=[O:17])[CH2:3]1. (2) Given the reactants [C:1]1([CH2:7][C:8]([O:10]C)=[O:9])[CH:6]=[CH:5][CH:4]=[CH:3][CH:2]=1.[OH-].[Na+], predict the reaction product. The product is: [C:1]1([CH2:7][C:8]([OH:10])=[O:9])[CH:6]=[CH:5][CH:4]=[CH:3][CH:2]=1. (3) Given the reactants [F:1][CH:2]1[C:7](=[O:8])[CH2:6][CH2:5][N:4]([C:9]2[N:13]([CH3:14])[N:12]=[CH:11][C:10]=2[N+:15]([O-:17])=[O:16])[CH2:3]1.B(F)(F)F.CCOCC.[N+](=[CH:29][C:30]([O:32][CH2:33][CH3:34])=[O:31])=[N-].O, predict the reaction product. The product is: [F:1][CH:2]1[CH2:3][N:4]([C:9]2[N:13]([CH3:14])[N:12]=[CH:11][C:10]=2[N+:15]([O-:17])=[O:16])[CH2:5][CH2:6][CH:29]([C:30]([O:32][CH2:33][CH3:34])=[O:31])[C:7]1=[O:8]. (4) Given the reactants Cl.[CH:2]1[C:11]2[C:6](=[CH:7][CH:8]=[CH:9][CH:10]=2)[CH:5]=[CH:4][C:3]=1[C:12]1([CH2:17][C:18]([NH2:20])=[NH:19])[CH2:16][CH2:15][CH2:14][CH2:13]1.[C:21]([O:25][C:26]([C:28]1[C:33]([O:34][CH2:35][C:36]2[CH:41]=[CH:40][CH:39]=[CH:38][CH:37]=2)=[C:32]([OH:42])N=C(CC2(C3C=C(Cl)C=CC=3Cl)CCCC2)N=1)=[O:27])([CH3:24])([CH3:23])[CH3:22], predict the reaction product. The product is: [C:21]([O:25][C:26]([C:28]1[C:33]([O:34][CH2:35][C:36]2[CH:41]=[CH:40][CH:39]=[CH:38][CH:37]=2)=[C:32]([OH:42])[N:20]=[C:18]([CH2:17][C:12]2([C:3]3[CH:4]=[CH:5][C:6]4[C:11](=[CH:10][CH:9]=[CH:8][CH:7]=4)[CH:2]=3)[CH2:16][CH2:15][CH2:14][CH2:13]2)[N:19]=1)=[O:27])([CH3:24])([CH3:22])[CH3:23].